From a dataset of Forward reaction prediction with 1.9M reactions from USPTO patents (1976-2016). Predict the product of the given reaction. (1) Given the reactants Br[C:2]1[C:11]2[C:6](=[CH:7][CH:8]=[CH:9][CH:10]=2)[C:5]([Br:12])=[CH:4][CH:3]=1.[Li]CCCC.[F:18][C:19]([F:27])([F:26])[C:20](N(OC)C)=[O:21], predict the reaction product. The product is: [Br:12][C:5]1[C:6]2[C:11](=[CH:10][CH:9]=[CH:8][CH:7]=2)[C:2]([C:20](=[O:21])[C:19]([F:27])([F:26])[F:18])=[CH:3][CH:4]=1. (2) Given the reactants Br[C:2]1[CH:3]=[CH:4][C:5](=[O:14])[N:6]([C:8]2[CH:13]=[CH:12][CH:11]=[CH:10][CH:9]=2)[CH:7]=1.[C:15](=[NH:28])([C:22]1[CH:27]=[CH:26][CH:25]=[CH:24][CH:23]=1)[C:16]1[CH:21]=[CH:20][CH:19]=[CH:18][CH:17]=1.C1C=CC(P(C2C=CC3C(=CC=CC=3)C=2C2C3C(=CC=CC=3)C=CC=2P(C2C=CC=CC=2)C2C=CC=CC=2)C2C=CC=CC=2)=CC=1.CC(C)([O-])C.[Na+], predict the reaction product. The product is: [C:15](=[N:28][C:2]1[CH:3]=[CH:4][C:5](=[O:14])[N:6]([C:8]2[CH:13]=[CH:12][CH:11]=[CH:10][CH:9]=2)[CH:7]=1)([C:22]1[CH:23]=[CH:24][CH:25]=[CH:26][CH:27]=1)[C:16]1[CH:21]=[CH:20][CH:19]=[CH:18][CH:17]=1. (3) Given the reactants [OH:1][CH2:2][C:3]1[CH:4]=[C:5]([CH:8]=[C:9]([C:11]([F:14])([F:13])[F:12])[CH:10]=1)[C:6]#[N:7].CC(C)=[O:17].OS(O)(=O)=O.O=[Cr](=O)=O, predict the reaction product. The product is: [C:6]([C:5]1[CH:4]=[C:3]([CH:10]=[C:9]([C:11]([F:12])([F:13])[F:14])[CH:8]=1)[C:2]([OH:17])=[O:1])#[N:7]. (4) Given the reactants [O:1]=[C:2]1[N:7]([C:8]([O:10][C:11]([CH3:14])([CH3:13])[CH3:12])=[O:9])[C@@H:6]([C:15]([O-:17])=[O:16])[CH2:5][CH2:4][CH2:3]1.[Cl:18][C:19]1[CH:24]=[CH:23][C:22]([Mg]Br)=[CH:21][CH:20]=1.[CH2:27]1COCC1, predict the reaction product. The product is: [C:11]([O:10][C:8]([NH:7][C@H:6]([CH2:5][CH2:4][CH2:3][C:2]([C:22]1[CH:23]=[CH:24][C:19]([Cl:18])=[CH:20][CH:21]=1)=[O:1])[C:15]([O:17][CH3:27])=[O:16])=[O:9])([CH3:14])([CH3:13])[CH3:12]. (5) Given the reactants [CH2:1]([O:3][C:4]1[CH:9]=[C:8]([CH:10]=[O:11])[CH:7]=[CH:6][C:5]=1[C:12]1[CH:17]=[CH:16][C:15]([F:18])=[CH:14][C:13]=1[OH:19])[CH3:2].Br[CH2:21][CH:22]1[CH2:24][CH2:23]1, predict the reaction product. The product is: [CH:22]1([CH2:21][O:19][C:13]2[CH:14]=[C:15]([F:18])[CH:16]=[CH:17][C:12]=2[C:5]2[CH:6]=[CH:7][C:8]([CH:10]=[O:11])=[CH:9][C:4]=2[O:3][CH2:1][CH3:2])[CH2:24][CH2:23]1. (6) Given the reactants C1(P(C2C=CC=CC=2)C2C=CC=CC=2)C=CC=CC=1.CC(OC(/N=N/C(OC(C)C)=O)=O)C.[N:34]1[CH:39]=[CH:38][CH:37]=[N:36][C:35]=1[CH2:40][OH:41].O[C:43]1[CH:53]=[N:52][CH:51]=[CH:50][C:44]=1[C:45]([O:47][CH2:48][CH3:49])=[O:46], predict the reaction product. The product is: [N:34]1[CH:39]=[CH:38][CH:37]=[N:36][C:35]=1[CH2:40][O:41][C:43]1[CH:53]=[N:52][CH:51]=[CH:50][C:44]=1[C:45]([O:47][CH2:48][CH3:49])=[O:46]. (7) Given the reactants [CH2:1]([O:5][C:6]1[N:14]=[C:13]2[C:9]([N:10]=[C:11]([O:24]C)[N:12]2[CH2:15][CH2:16][CH2:17][CH:18]2[CH2:23][CH2:22][CH2:21][CH2:20][NH:19]2)=[C:8]([NH2:26])[N:7]=1)[CH2:2][CH2:3][CH3:4].[CH3:27][CH2:28]N(C(C)C)C(C)C.[I:36][CH2:37][CH3:38].CS(C)=O, predict the reaction product. The product is: [I:36][CH2:37][CH3:38].[NH2:26][C:8]1[N:7]=[C:6]([O:5][CH2:1][CH2:2][CH2:3][CH3:4])[N:14]=[C:13]2[C:9]=1[NH:10][C:11](=[O:24])[N:12]2[CH2:15][CH2:16][CH2:17][CH:18]1[CH2:23][CH2:22][CH2:21][CH2:20][N:19]1[CH2:27][CH3:28]. (8) Given the reactants [Si]([O:8][C@@H:9]1[C@@:45]2([CH3:46])[C:13](=[CH:14][CH:15]=[C:16]3[C@@H:44]2[CH2:43][CH2:42][C@@:41]2([CH3:47])[C@H:17]3[CH2:18][CH:19]=[C:20]2[C:21]([O:24][CH2:25][CH2:26][CH2:27][C:28]([CH2:39][CH3:40])([O:31][Si](CC)(CC)CC)[CH2:29][CH3:30])([CH3:23])[CH3:22])[CH2:12][C@@H:11]([O:48][Si](C(C)(C)C)(C)C)[CH2:10]1)(C(C)(C)C)(C)C.O1CCCC1.[F-].C([N+](CCCC)(CCCC)CCCC)CCC, predict the reaction product. The product is: [OH:8][C@@H:9]1[C@@:45]2([CH3:46])[C:13](=[CH:14][CH:15]=[C:16]3[C@@H:44]2[CH2:43][CH2:42][C@@:41]2([CH3:47])[C@H:17]3[CH2:18][CH:19]=[C:20]2[C:21]([O:24][CH2:25][CH2:26][CH2:27][C:28]([CH2:39][CH3:40])([OH:31])[CH2:29][CH3:30])([CH3:22])[CH3:23])[CH2:12][C@@H:11]([OH:48])[CH2:10]1. (9) The product is: [Cl:1][CH2:2][CH2:3][CH2:4][CH:5]([C:9]1[CH:14]=[C:13]([CH:15]([CH3:17])[CH3:16])[C:12]([O:18][CH3:19])=[CH:11][C:10]=1[CH3:20])[C:6]([NH:23][NH:22][C:21]([O:25][C:26]([CH3:29])([CH3:28])[CH3:27])=[O:24])=[O:8]. Given the reactants [Cl:1][CH2:2][CH2:3][CH2:4][CH:5]([C:9]1[CH:14]=[C:13]([CH:15]([CH3:17])[CH3:16])[C:12]([O:18][CH3:19])=[CH:11][C:10]=1[CH3:20])[C:6]([OH:8])=O.[C:21]([O:25][C:26]([CH3:29])([CH3:28])[CH3:27])(=[O:24])[NH:22][NH2:23].C(N(CC)C(C)C)(C)C.O=C1N(P(Cl)(N2CCOC2=O)=O)CCO1, predict the reaction product.